This data is from Reaction yield outcomes from USPTO patents with 853,638 reactions. The task is: Predict the reaction yield, written as a fraction of the theoretical maximum amount of product (1.0 means a 100% yield; for example, 0.34 means a 34% yield). (1) The reactants are [I:1][C:2]1[C:6]([C:7](O)=[O:8])=[CH:5][N:4]([CH:10]2[CH2:15][CH2:14][CH2:13][CH2:12][O:11]2)[N:3]=1. The catalyst is C1COCC1. The product is [I:1][C:2]1[C:6]([CH2:7][OH:8])=[CH:5][N:4]([CH:10]2[CH2:15][CH2:14][CH2:13][CH2:12][O:11]2)[N:3]=1. The yield is 0.470. (2) The reactants are [Cl:1][C:2]1[CH:11]=[C:10]2[C:5]([CH:6]=[C:7]([C:13]([NH2:15])=O)[NH:8][C:9]2=O)=[CH:4][CH:3]=1.O=P(Cl)(Cl)[Cl:18]. No catalyst specified. The product is [Cl:18][C:9]1[C:10]2[C:5](=[CH:4][CH:3]=[C:2]([Cl:1])[CH:11]=2)[CH:6]=[C:7]([C:13]#[N:15])[N:8]=1. The yield is 0.818. (3) The reactants are CC1C=CC(S(O[CH2:12][CH2:13][CH2:14][C:15]2[C:23]3[C:18](=[CH:19][CH:20]=[C:21]([O:24][CH3:25])[CH:22]=3)[NH:17][CH:16]=2)(=O)=O)=CC=1.[CH3:26][C:27]1[CH:32]=[C:31]([CH3:33])[N:30]=[C:29]([N:34]2[CH2:39][CH2:38][NH:37][CH2:36][CH2:35]2)[N:28]=1.C(=O)([O-])[O-].[K+].[K+].[I-].[K+]. The catalyst is C(#N)C. The product is [CH3:26][C:27]1[CH:32]=[C:31]([CH3:33])[N:30]=[C:29]([N:34]2[CH2:35][CH2:36][N:37]([CH2:12][CH2:13][CH2:14][C:15]3[C:23]4[C:18](=[CH:19][CH:20]=[C:21]([O:24][CH3:25])[CH:22]=4)[NH:17][CH:16]=3)[CH2:38][CH2:39]2)[N:28]=1. The yield is 0.600. (4) The reactants are [CH3:1][C:2]1[CH:9]=[CH:8][C:7]([C@H:10]2[CH2:15][CH2:14][CH2:13][N:12]([C:16]([C:18]3[S:22][C:21]([C:23]4[CH:28]=[CH:27][C:26]([C:29]([F:32])([F:31])[F:30])=[CH:25][CH:24]=4)=[N:20][C:19]=3[CH3:33])=[O:17])[CH2:11]2)=[CH:6][C:3]=1[C:4]#[N:5].C[Sn]([N:38]=[N+:39]=[N-:40])(C)C. The catalyst is C1(C)C=CC=CC=1.C(OCC)C. The product is [CH3:1][C:2]1[CH:9]=[CH:8][C:7]([CH:10]2[CH2:15][CH2:14][CH2:13][N:12]([C:16]([C:18]3[S:22][C:21]([C:23]4[CH:24]=[CH:25][C:26]([C:29]([F:32])([F:30])[F:31])=[CH:27][CH:28]=4)=[N:20][C:19]=3[CH3:33])=[O:17])[CH2:11]2)=[CH:6][C:3]=1[C:4]1[NH:40][N:39]=[N:38][N:5]=1. The yield is 0.460. (5) The reactants are FC(F)(F)S(O[C:7]1[CH2:8][CH2:9][N:10]([C:13]([O:15][C:16]([CH3:19])([CH3:18])[CH3:17])=[O:14])[CH2:11][CH:12]=1)(=O)=O.[N+:22]([C:25]1[CH:30]=[CH:29][C:28](B(O)O)=[CH:27][CH:26]=1)([O-:24])=[O:23].C(=O)([O-])[O-].[Na+].[Na+].[Cl-].[Li+]. The catalyst is [Pd].C1(P(C2C=CC=CC=2)C2C=CC=CC=2)C=CC=CC=1.C1(P(C2C=CC=CC=2)C2C=CC=CC=2)C=CC=CC=1.C1(P(C2C=CC=CC=2)C2C=CC=CC=2)C=CC=CC=1.C1(P(C2C=CC=CC=2)C2C=CC=CC=2)C=CC=CC=1.COCCOC. The product is [N+:22]([C:25]1[CH:30]=[CH:29][C:28]([C:7]2[CH2:8][CH2:9][N:10]([C:13]([O:15][C:16]([CH3:19])([CH3:18])[CH3:17])=[O:14])[CH2:11][CH:12]=2)=[CH:27][CH:26]=1)([O-:24])=[O:23]. The yield is 0.599. (6) The reactants are [CH3:1][C:2]1[N:3]([CH:14]2[CH2:19][CH2:18][O:17][CH2:16][CH2:15]2)[C:4]([C:7]2[CH:12]=[CH:11][N:10]=[C:9]([NH2:13])[N:8]=2)=[CH:5][N:6]=1.Br[C:21]1[CH:26]=[CH:25][C:24]([S:27]([N:30]2[CH2:35][CH2:34][N:33]([CH3:36])[CH2:32][CH2:31]2)(=[O:29])=[O:28])=[C:23]([CH3:37])[CH:22]=1.C([O-])([O-])=O.[Cs+].[Cs+].CC(C1C=C(C(C)C)C(C2C=CC=CC=2P(C2CCCCC2)C2CCCCC2)=C(C(C)C)C=1)C. The catalyst is C1C=CC(/C=C/C(/C=C/C2C=CC=CC=2)=O)=CC=1.C1C=CC(/C=C/C(/C=C/C2C=CC=CC=2)=O)=CC=1.C1C=CC(/C=C/C(/C=C/C2C=CC=CC=2)=O)=CC=1.[Pd].[Pd]. The product is [CH3:37][C:23]1[CH:22]=[C:21]([NH:13][C:9]2[N:8]=[C:7]([C:4]3[N:3]([CH:14]4[CH2:19][CH2:18][O:17][CH2:16][CH2:15]4)[C:2]([CH3:1])=[N:6][CH:5]=3)[CH:12]=[CH:11][N:10]=2)[CH:26]=[CH:25][C:24]=1[S:27]([N:30]1[CH2:31][CH2:32][N:33]([CH3:36])[CH2:34][CH2:35]1)(=[O:29])=[O:28]. The yield is 0.410. (7) The reactants are [Br:1][C:2]1[CH:7]=[CH:6][C:5]([C:8]([C:10]2[CH:15]=[CH:14][C:13]([OH:16])=[C:12]([F:17])[CH:11]=2)=O)=[CH:4][CH:3]=1.[C:18]1(=O)[CH2:24][CH2:23][CH2:22][CH2:21][CH2:20][CH2:19]1.C([O-])([O-])=O.[K+].[K+]. The catalyst is C1COCC1.[Zn].Cl[Ti](Cl)(Cl)Cl. The product is [Br:1][C:2]1[CH:7]=[CH:6][C:5]([C:8](=[C:18]2[CH2:24][CH2:23][CH2:22][CH2:21][CH2:20][CH2:19]2)[C:10]2[CH:15]=[CH:14][C:13]([OH:16])=[C:12]([F:17])[CH:11]=2)=[CH:4][CH:3]=1. The yield is 0.790.